From a dataset of Reaction yield outcomes from USPTO patents with 853,638 reactions. Predict the reaction yield, written as a fraction of the theoretical maximum amount of product (1.0 means a 100% yield; for example, 0.34 means a 34% yield). (1) The reactants are C([O:8][C:9]1[CH:10]=[C:11]([CH2:18][C:19]([O:21][CH3:22])=[O:20])[CH:12]=[CH:13][C:14]=1[O:15][CH2:16][CH3:17])C1C=CC=CC=1. The catalyst is [C].[Pd].O1CCCC1. The product is [CH2:16]([O:15][C:14]1[CH:13]=[CH:12][C:11]([CH2:18][C:19]([O:21][CH3:22])=[O:20])=[CH:10][C:9]=1[OH:8])[CH3:17]. The yield is 0.900. (2) The reactants are [Cl:1][CH2:2][C:3]([NH:5][NH:6][C:7](=[O:15])[C:8]1[CH:13]=[CH:12][C:11]([CH3:14])=[CH:10][CH:9]=1)=O.P(Cl)(Cl)(Cl)=O. The catalyst is C(#N)C. The product is [Cl:1][CH2:2][C:3]1[O:15][C:7]([C:8]2[CH:9]=[CH:10][C:11]([CH3:14])=[CH:12][CH:13]=2)=[N:6][N:5]=1. The yield is 0.720. (3) The reactants are [OH:1][C@@H:2]1[CH2:15][CH2:14][C@H:13]2[C@@H:4]([CH2:5][C@H:6]3[C@H:11]([CH2:12]2)[C@H:10]2[CH2:16]/[C:17](=[CH:20]\[C:21]4[CH:26]=[CH:25][CH:24]=[CH:23][CH:22]=4)/[C:18](=[O:19])[C@:9]2([CH3:27])[CH2:8][CH2:7]3)[CH2:3]1.[BH4-].[Na+].[NH4+].[Cl-]. The catalyst is C(O)C. The product is [CH3:27][C@:9]12[C@H:18]([OH:19])/[C:17](=[CH:20]/[C:21]3[CH:22]=[CH:23][CH:24]=[CH:25][CH:26]=3)/[CH2:16][C@@H:10]1[C@@H:11]1[C@@H:6]([CH2:7][CH2:8]2)[CH2:5][C@@H:4]2[C@H:13]([CH2:14][CH2:15][C@@H:2]([OH:1])[CH2:3]2)[CH2:12]1. The yield is 1.00.